This data is from Reaction yield outcomes from USPTO patents with 853,638 reactions. The task is: Predict the reaction yield, written as a fraction of the theoretical maximum amount of product (1.0 means a 100% yield; for example, 0.34 means a 34% yield). (1) The reactants are Cl[C:2]([C:4]1([C:12](Cl)=[O:13])[CH2:6][CH:5]1[C:7]([O:9][CH2:10][CH3:11])=[O:8])=[O:3].[Cl:15][C:16]1[CH:21]=[CH:20][C:19]([NH:22][C:23]2[C:24]([NH2:29])=[CH:25][CH:26]=[CH:27][CH:28]=2)=[CH:18][CH:17]=1. The catalyst is ClCCl.C1(C)C=CC=CC=1. The product is [Cl:15][C:16]1[CH:21]=[CH:20][C:19]([N:22]2[C:2](=[O:3])[C:4]3([CH2:6][CH:5]3[C:7]([O:9][CH2:10][CH3:11])=[O:8])[C:12](=[O:13])[NH:29][C:24]3[CH:25]=[CH:26][CH:27]=[CH:28][C:23]2=3)=[CH:18][CH:17]=1. The yield is 0.130. (2) The reactants are Br[C:2]1[C:3]([CH3:9])=[N:4][C:5]([CH3:8])=[CH:6][CH:7]=1.[CH3:10][C:11]1([CH3:27])[C:15]([CH3:17])([CH3:16])[O:14][B:13]([B:13]2[O:14][C:15]([CH3:17])([CH3:16])[C:11]([CH3:27])([CH3:10])[O:12]2)[O:12]1.C([O-])(=O)C.[K+].C1(P(C2CCCCC2)C2C=CC=CC=2C2C(OC)=CC=CC=2OC)CCCCC1. The catalyst is O.O1CCOCC1. The product is [CH3:9][C:3]1[C:2]([B:13]2[O:14][C:15]([CH3:17])([CH3:16])[C:11]([CH3:27])([CH3:10])[O:12]2)=[CH:7][CH:6]=[C:5]([CH3:8])[N:4]=1. The yield is 0.0900. (3) The reactants are [NH:1]1[C:9]2[C:4](=[CH:5][CH:6]=[C:7](B(O)O)[CH:8]=2)[CH:3]=[CH:2]1.C(=O)([O-])[O-].[K+].[K+].Br[C:20]1[CH:25]=[CH:24][C:23]([S:26]([N:29]2[CH2:43][CH2:42][C:32]3([O:37][CH2:36][C:35](=[O:38])[N:34]([CH:39]4[CH2:41][CH2:40]4)[CH2:33]3)[CH2:31][CH2:30]2)(=[O:28])=[O:27])=[CH:22][C:21]=1[F:44]. The catalyst is O1CCOCC1.O.C1C=CC(P(C2C=CC=CC=2)CCP(C2C=CC=CC=2)C2C=CC=CC=2)=CC=1.Cl[Pd]Cl. The product is [CH:39]1([N:34]2[CH2:33][C:32]3([CH2:31][CH2:30][N:29]([S:26]([C:23]4[CH:24]=[CH:25][C:20]([C:7]5[CH:8]=[C:9]6[C:4]([CH:3]=[CH:2][NH:1]6)=[CH:5][CH:6]=5)=[C:21]([F:44])[CH:22]=4)(=[O:27])=[O:28])[CH2:43][CH2:42]3)[O:37][CH2:36][C:35]2=[O:38])[CH2:41][CH2:40]1. The yield is 0.460. (4) The reactants are Cl.[C:2]12([CH2:12][CH2:13][N:14]([O:27]CC3C=CC=CC=3)[C:15]([NH:17][CH2:18][CH2:19][CH2:20][C:21]3[CH:26]=[CH:25][N:24]=[CH:23][CH:22]=3)=[O:16])[CH2:11][CH:6]3[CH2:7][CH:8]([CH2:10][CH:4]([CH2:5]3)[CH2:3]1)[CH2:9]2. No catalyst specified. The product is [C:2]12([CH2:12][CH2:13][N:14]([OH:27])[C:15]([NH:17][CH2:18][CH2:19][CH2:20][C:21]3[CH:26]=[CH:25][N:24]=[CH:23][CH:22]=3)=[O:16])[CH2:9][CH:8]3[CH2:7][CH:6]([CH2:5][CH:4]([CH2:10]3)[CH2:3]1)[CH2:11]2. The yield is 0.340. (5) The reactants are [CH:1]([NH:3][C:4]1[CH:16]=[CH:15][C:7]([C:8]([O:10][C:11]([CH3:14])([CH3:13])[CH3:12])=[O:9])=[CH:6][CH:5]=1)=O.O=P(Cl)(Cl)Cl. The catalyst is C1COCC1. The product is [N+:3]([C:4]1[CH:16]=[CH:15][C:7]([C:8]([O:10][C:11]([CH3:12])([CH3:14])[CH3:13])=[O:9])=[CH:6][CH:5]=1)#[C-:1]. The yield is 0.646. (6) The reactants are [CH2:1]([CH:3]1[C:12]2[C:8](=[CH:9][N:10]([CH2:13][C:14]3[CH:19]=[CH:18][C:17]([O:20][CH3:21])=[CH:16][CH:15]=3)[N:11]=2)[C:7]2[N:22]=[C:23]([NH2:25])[S:24][C:6]=2[CH2:5][O:4]1)[CH3:2].Cl[C:27]1[N:32]=[C:31]([CH3:33])[CH:30]=[CH:29][N:28]=1.CC1(C)C2C(=C(P(C3C=CC=CC=3)C3C=CC=CC=3)C=CC=2)OC2C(P(C3C=CC=CC=3)C3C=CC=CC=3)=CC=CC1=2.C([O-])([O-])=O.[Cs+].[Cs+]. The catalyst is O1CCOCC1.C1C=CC(/C=C/C(/C=C/C2C=CC=CC=2)=O)=CC=1.C1C=CC(/C=C/C(/C=C/C2C=CC=CC=2)=O)=CC=1.C1C=CC(/C=C/C(/C=C/C2C=CC=CC=2)=O)=CC=1.[Pd].[Pd]. The product is [CH2:1]([CH:3]1[C:12]2[C:8](=[CH:9][N:10]([CH2:13][C:14]3[CH:15]=[CH:16][C:17]([O:20][CH3:21])=[CH:18][CH:19]=3)[N:11]=2)[C:7]2[N:22]=[C:23]([NH:25][C:27]3[N:32]=[C:31]([CH3:33])[CH:30]=[CH:29][N:28]=3)[S:24][C:6]=2[CH2:5][O:4]1)[CH3:2]. The yield is 0.640. (7) The reactants are C([O:3][C:4](=O)[C:5]1[CH:10]=[CH:9][CH:8]=[C:7]([NH:11][C:12]2[S:13][CH:14]=[C:15]([C:17]3[N:21]4[CH:22]=[CH:23][CH:24]=[CH:25][C:20]4=[N:19][C:18]=3[CH3:26])[N:16]=2)[CH:6]=1)C.ClCCl.[NH2:31][OH:32].[OH-].[Na+]. The catalyst is CO. The product is [OH:32][NH:31][C:4](=[O:3])[C:5]1[CH:10]=[CH:9][CH:8]=[C:7]([NH:11][C:12]2[S:13][CH:14]=[C:15]([C:17]3[N:21]4[CH:22]=[CH:23][CH:24]=[CH:25][C:20]4=[N:19][C:18]=3[CH3:26])[N:16]=2)[CH:6]=1. The yield is 0.510. (8) The reactants are [CH2:1]([O:3][C:4](=[O:23])[CH:5]([C:7]1[N:8](C(OC(C)(C)C)=O)[C:9]2[C:14]([CH:15]=1)=[CH:13][CH:12]=[CH:11][CH:10]=2)[CH3:6])[CH3:2]. The catalyst is ClCCl.C(O)(C(F)(F)F)=O. The product is [NH:8]1[C:9]2[C:14](=[CH:13][CH:12]=[CH:11][CH:10]=2)[CH:15]=[C:7]1[CH:5]([CH3:6])[C:4]([O:3][CH2:1][CH3:2])=[O:23]. The yield is 0.500.